From a dataset of Reaction yield outcomes from USPTO patents with 853,638 reactions. Predict the reaction yield, written as a fraction of the theoretical maximum amount of product (1.0 means a 100% yield; for example, 0.34 means a 34% yield). (1) The reactants are [Si:1]([O:8][CH2:9][CH2:10][O:11][C:12]1[CH:17]=[CH:16][C:15]([C:18]#[C:19][C:20](=[O:32])[CH2:21][CH2:22]/[CH:23]=[CH:24]/[C:25]2[CH:30]=[CH:29][C:28]([Cl:31])=[CH:27][CH:26]=2)=[CH:14][CH:13]=1)([C:4]([CH3:7])([CH3:6])[CH3:5])([CH3:3])[CH3:2].CCOC(C)=O.CCCCCC. The catalyst is ClC1C=CC=CC=1Cl. The product is [Si:1]([O:8][CH2:9][CH2:10][O:11][C:12]1[CH:17]=[CH:16][C:15]([C:18]2[C:26]3[C:25](=[CH:30][CH:29]=[C:28]([Cl:31])[CH:27]=3)[CH:24]=[C:23]3[CH2:22][CH2:21][C:20](=[O:32])[C:19]=23)=[CH:14][CH:13]=1)([C:4]([CH3:6])([CH3:7])[CH3:5])([CH3:3])[CH3:2]. The yield is 0.890. (2) The reactants are [Br:1][C:2]1[C:3]2[C:7]([CH:8]=[CH:9][C:10]=1[CH3:11])=[N:6][N:5]1[C:12]([CH:17]3[CH2:22][CH2:21][N:20](C(OC(C)(C)C)=O)[CH2:19][CH2:18]3)=[CH:13][C:14](=[O:16])[NH:15][C:4]=21.[ClH:30]. No catalyst specified. The product is [ClH:30].[Br:1][C:2]1[C:3]2[C:7]([CH:8]=[CH:9][C:10]=1[CH3:11])=[N:6][N:5]1[C:12]([CH:17]3[CH2:18][CH2:19][NH:20][CH2:21][CH2:22]3)=[CH:13][C:14](=[O:16])[NH:15][C:4]=21. The yield is 0.970. (3) The reactants are [Br:1][C:2]1[CH:7]=[CH:6][C:5]([OH:8])=[C:4]([N+:9]([O-])=O)[CH:3]=1.[O-]S(S([O-])=O)=O.[Na+].[Na+]. The catalyst is CO. The product is [NH2:9][C:4]1[CH:3]=[C:2]([Br:1])[CH:7]=[CH:6][C:5]=1[OH:8]. The yield is 0.750.